Task: Predict the reactants needed to synthesize the given product.. Dataset: Full USPTO retrosynthesis dataset with 1.9M reactions from patents (1976-2016) (1) Given the product [CH3:17][C:11]1[CH:12]=[CH:13][CH:14]=[C:15]([CH3:16])[C:10]=1[CH2:9][O:8][C:7]1[CH:18]=[C:3]([CH2:2][C:20]#[N:21])[CH:4]=[CH:5][C:6]=1[F:19], predict the reactants needed to synthesize it. The reactants are: Cl[CH2:2][C:3]1[CH:4]=[CH:5][C:6]([F:19])=[C:7]([CH:18]=1)[O:8][CH2:9][C:10]1[C:15]([CH3:16])=[CH:14][CH:13]=[CH:12][C:11]=1[CH3:17].[C-:20]#[N:21].[Na+]. (2) The reactants are: [CH:1]1([NH:7][CH2:8][CH2:9][CH2:10][NH2:11])[CH2:6][CH2:5][CH2:4][CH2:3][CH2:2]1.C(N)CCN.[F:17][C:18]1[CH:19]=[CH:20][C:21]2[N:22]([CH2:32][C:33]3([CH3:36])[CH2:35][O:34]3)[C:23]3[C:28]([C:29]=2[CH:30]=1)=[CH:27][C:26]([F:31])=[CH:25][CH:24]=3.FC1C=CC2N(CC3CO3)C3C(C=2C=1)=CC(F)=CC=3. Given the product [CH:1]1([NH:7][CH2:8][CH2:9][CH2:10][NH:11][CH2:35][C:33]([CH3:36])([OH:34])[CH2:32][N:22]2[C:23]3[CH:24]=[CH:25][C:26]([F:31])=[CH:27][C:28]=3[C:29]3[C:21]2=[CH:20][CH:19]=[C:18]([F:17])[CH:30]=3)[CH2:6][CH2:5][CH2:4][CH2:3][CH2:2]1, predict the reactants needed to synthesize it. (3) Given the product [NH2:28][C:18]1[N:19]=[C:20]([CH3:22])[N:21]=[C:16]([C:15]2[C:10]([NH:9][C:6]3[CH:7]=[N:8][C:3]([O:2][CH3:1])=[CH:4][CH:5]=3)=[N:11][C:12]([N:25]([CH3:27])[CH3:26])=[N:13][CH:14]=2)[N:17]=1, predict the reactants needed to synthesize it. The reactants are: [CH3:1][O:2][C:3]1[N:8]=[CH:7][C:6]([NH:9][C:10]2[C:15]([C:16]3[N:21]=[C:20]([CH3:22])[N:19]=[C:18](SC)[N:17]=3)=[CH:14][N:13]=[C:12]([N:25]([CH3:27])[CH3:26])[N:11]=2)=[CH:5][CH:4]=1.[NH3:28]. (4) Given the product [C:17]([O:21][C:22]([N:24]1[CH2:28][CH2:27][C@H:26]([O:29][C:30]2[C:31]3[CH2:39][N:38]([C:8]4[CH:13]=[N:12][C:11]([O:14][CH3:15])=[C:10]([Cl:16])[CH:9]=4)[CH2:37][CH2:36][C:32]=3[N:33]=[CH:34][N:35]=2)[CH2:25]1)=[O:23])([CH3:20])([CH3:18])[CH3:19], predict the reactants needed to synthesize it. The reactants are: CC([O-])(C)C.[Na+].Br[C:8]1[CH:9]=[C:10]([Cl:16])[C:11]([O:14][CH3:15])=[N:12][CH:13]=1.[C:17]([O:21][C:22]([N:24]1[CH2:28][CH2:27][C@H:26]([O:29][C:30]2[C:31]3[CH2:39][NH:38][CH2:37][CH2:36][C:32]=3[N:33]=[CH:34][N:35]=2)[CH2:25]1)=[O:23])([CH3:20])([CH3:19])[CH3:18].CCOC(C)=O. (5) Given the product [N:30]1[CH:31]=[CH:32][CH:33]=[CH:34][C:29]=1[NH:27][NH:28][C:15]([CH:11]1[CH2:12][CH2:13][CH2:14][N:10]1[C:2](=[O:1])[C:3](=[O:9])[C:4]([CH3:7])([CH3:8])[CH2:5][CH3:6])=[O:17], predict the reactants needed to synthesize it. The reactants are: [O:1]=[C:2]([N:10]1[CH2:14][CH2:13][CH2:12][C@H:11]1[C:15]([OH:17])=O)[C:3](=[O:9])[C:4]([CH3:8])([CH3:7])[CH2:5][CH3:6].COC(=O)[C@@H]1CCCN1.[NH:27]([C:29]1[CH:34]=[CH:33][CH:32]=[CH:31][N:30]=1)[NH2:28].C1CN([P+](Br)(N2CCCC2)N2CCCC2)CC1.F[P-](F)(F)(F)(F)F.CCN(C(C)C)C(C)C.